This data is from Catalyst prediction with 721,799 reactions and 888 catalyst types from USPTO. The task is: Predict which catalyst facilitates the given reaction. Reactant: [CH3:1][CH:2]1[CH2:8][C:7](=O)[NH:6][C:5]2[CH:10]=[CH:11][CH:12]=[CH:13][C:4]=2[NH:3]1.P12(SP3(SP(SP(S3)(S1)=S)(=S)S2)=S)=[S:15].O. Product: [CH3:1][CH:2]1[CH2:8][C:7](=[S:15])[NH:6][C:5]2[CH:10]=[CH:11][CH:12]=[CH:13][C:4]=2[NH:3]1. The catalyst class is: 17.